Dataset: Full USPTO retrosynthesis dataset with 1.9M reactions from patents (1976-2016). Task: Predict the reactants needed to synthesize the given product. Given the product [Cl:18][C:17]1[C:12]([N:9]2[CH2:10][CH2:11][C:3]3[C:2]([NH:19][C:20]4[CH:25]=[CH:24][CH:23]=[CH:22][CH:21]=4)=[N:7][CH:6]=[N:5][C:4]=3[CH2:8]2)=[N:13][CH:14]=[CH:15][CH:16]=1, predict the reactants needed to synthesize it. The reactants are: Cl[C:2]1[C:3]2[CH2:11][CH2:10][N:9]([C:12]3[C:17]([Cl:18])=[CH:16][CH:15]=[CH:14][N:13]=3)[CH2:8][C:4]=2[N:5]=[CH:6][N:7]=1.[NH2:19][C:20]1[CH:25]=[CH:24][CH:23]=[CH:22][CH:21]=1.